This data is from Cav3 T-type calcium channel HTS with 100,875 compounds. The task is: Binary Classification. Given a drug SMILES string, predict its activity (active/inactive) in a high-throughput screening assay against a specified biological target. (1) The drug is S=c1n(\N=C\c2ccccc2)cn[nH]1. The result is 0 (inactive). (2) The compound is O=C(NC1CCCCCCC1)c1nccnc1. The result is 0 (inactive). (3) The molecule is S(=O)(=O)(N1CCN(CC1)Cc1ncccc1)c1ccc(NC(=O)C)cc1. The result is 0 (inactive).